Dataset: Catalyst prediction with 721,799 reactions and 888 catalyst types from USPTO. Task: Predict which catalyst facilitates the given reaction. (1) Reactant: [S:1]1[CH:5]=[CH:4][N:3]=[CH:2]1.[Li+].CCC[CH2-].[C:11]([C@H:14]1[CH2:19][CH2:18][C@H:17]([C:20]([O:22][CH2:23][CH2:24][CH2:25][CH3:26])=[O:21])[CH2:16][CH2:15]1)(=[O:13])[CH3:12].CCOC(C)=O. Product: [OH:13][C:11]([C@H:14]1[CH2:19][CH2:18][C@H:17]([C:20]([O:22][CH2:23][CH2:24][CH2:25][CH3:26])=[O:21])[CH2:16][CH2:15]1)([C:2]1[S:1][CH:5]=[CH:4][N:3]=1)[CH3:12]. The catalyst class is: 20. (2) Reactant: [CH:1]([N:4]1[C:12]2[CH:11]=[CH:10][CH:9]=[C:8]([C:13]([NH2:15])=[O:14])[C:7]=2[CH:6]=[N:5]1)([CH3:3])[CH3:2].[CH3:16][N:17]([CH3:36])[CH2:18][CH2:19][O:20][C:21]1[CH:26]=[CH:25][C:24](B2OC(C)(C)C(C)(C)O2)=[CH:23][CH:22]=1.[C:37](=[O:40])(O)[O-].[Na+]. Product: [CH3:13][C:8]1[CH:7]=[C:12]([CH3:11])[NH:4][C:37](=[O:40])[C:9]=1[CH2:10][NH:15][C:13]([C:8]1[C:7]2[CH:6]=[N:5][N:4]([CH:1]([CH3:3])[CH3:2])[C:12]=2[CH:11]=[C:10]([C:24]2[CH:23]=[CH:22][C:21]([O:20][CH2:19][CH2:18][N:17]([CH3:16])[CH3:36])=[CH:26][CH:25]=2)[CH:9]=1)=[O:14]. The catalyst class is: 669. (3) Reactant: [Cl:1][C:2]1[CH:7]=[C:6]([C:8]([CH3:10])=[CH2:9])[CH:5]=[C:4]([N+:11]([O-:13])=[O:12])[CH:3]=1.[Br:14]C1C=C([N+]([O-])=O)C=C(Cl)C=1.Br.CC(O)=O. The catalyst class is: 28. Product: [Br:14][C:8]([C:6]1[CH:5]=[C:4]([N+:11]([O-:13])=[O:12])[CH:3]=[C:2]([Cl:1])[CH:7]=1)([CH3:10])[CH3:9]. (4) Reactant: [F:1][C:2]1[CH:7]=[CH:6][C:5]([N:8]2[C:11](=[O:12])[C@H:10]([S:13][CH2:14][C:15]([C:17]3[CH:22]=[CH:21][C:20]([F:23])=[CH:19][CH:18]=3)=[O:16])[C@H:9]2[C:24]2[CH:38]=[CH:37][C:27]([O:28][CH2:29][C:30]([NH:32][CH2:33]C(O)=O)=[O:31])=[CH:26][CH:25]=2)=[CH:4][CH:3]=1.CN1CC[O:43][CH2:42]C1.CN(C(ON1N=NC2C=CC=CC1=2)=[N+](C)C)C.[B-](F)(F)(F)F.Br.[NH2:69][C@H:70]([CH2:74][CH2:75][C:76]1[CH:81]=[CH:80][C:79]([OH:82])=[CH:78][CH:77]=1)[C:71]([OH:73])=[O:72].[BH4-].[Na+].C([O-])(=O)C.[NH4+]. Product: [F:1][C:2]1[CH:7]=[CH:6][C:5]([N:8]2[C:11](=[O:12])[C@H:10]([S:13][CH2:14][CH:15]([C:17]3[CH:18]=[CH:19][C:20]([F:23])=[CH:21][CH:22]=3)[OH:16])[C@H:9]2[C:24]2[CH:38]=[CH:37][C:27]([O:28][CH2:29][C:30]([NH:32][CH2:33][C:42]([NH:69][C@H:70]([CH2:74][CH2:75][C:76]3[CH:77]=[CH:78][C:79]([OH:82])=[CH:80][CH:81]=3)[C:71]([OH:73])=[O:72])=[O:43])=[O:31])=[CH:26][CH:25]=2)=[CH:4][CH:3]=1. The catalyst class is: 121. (5) Reactant: [O:1]1[C:6]2[CH:7]=[CH:8][C:9]([CH2:11][CH2:12]OS(C3C=CC(C)=CC=3)(=O)=O)=[CH:10][C:5]=2[O:4][CH2:3][CH2:2]1.[CH2:24]([O:31][C:32]([N:34]1[CH2:39][CH2:38][NH:37][CH2:36][CH2:35]1)=[O:33])[C:25]1[CH:30]=[CH:29][CH:28]=[CH:27][CH:26]=1.C(N(CC)CC)C. Product: [CH2:24]([O:31][C:32]([N:34]1[CH2:39][CH2:38][N:37]([CH2:12][CH2:11][C:9]2[CH:8]=[CH:7][C:6]3[O:1][CH2:2][CH2:3][O:4][C:5]=3[CH:10]=2)[CH2:36][CH2:35]1)=[O:33])[C:25]1[CH:30]=[CH:29][CH:28]=[CH:27][CH:26]=1. The catalyst class is: 3. (6) Reactant: II.[SH:3][CH:4]1[NH:9][C:8](=[O:10])[CH:7]([SH:11])[N:6]([CH2:12][C:13]2[CH:18]=[CH:17][C:16]([O:19][CH3:20])=[CH:15][CH:14]=2)[C:5]1=[O:21]. Product: [CH3:20][O:19][C:16]1[CH:17]=[CH:18][C:13]([CH2:12][N:6]2[C:5](=[O:21])[CH:4]3[NH:9][C:8](=[O:10])[CH:7]2[S:11][S:3]3)=[CH:14][CH:15]=1. The catalyst class is: 2.